This data is from Catalyst prediction with 721,799 reactions and 888 catalyst types from USPTO. The task is: Predict which catalyst facilitates the given reaction. (1) Reactant: Cl[C:2]1[N:7]=[C:6]([O:8][CH3:9])[CH:5]=[CH:4][N:3]=1.[CH3:10][N:11]1[C:19]2[C:14](=[CH:15][C:16](B(O)O)=[CH:17][CH:18]=2)[CH:13]=[N:12]1.C([O-])([O-])=O.[K+].[K+]. Product: [CH3:9][O:8][C:6]1[CH:5]=[CH:4][N:3]=[C:2]([C:16]2[CH:15]=[C:14]3[C:19](=[CH:18][CH:17]=2)[N:11]([CH3:10])[N:12]=[CH:13]3)[N:7]=1. The catalyst class is: 73. (2) Reactant: [Cl:1][C:2]1[N:3]=[CH:4][C:5]2[C:10]([CH:11]=1)=[CH:9][CH:8]=[CH:7][C:6]=2[C:12](O)=[O:13].B.C1COCC1.[OH-].[Na+]. Product: [Cl:1][C:2]1[N:3]=[CH:4][C:5]2[C:10]([CH:11]=1)=[CH:9][CH:8]=[CH:7][C:6]=2[CH2:12][OH:13]. The catalyst class is: 49. (3) Product: [CH2:29]([O:28][C:17]1[C:18]([CH:25]([CH3:27])[CH3:26])=[CH:19][C:20]([CH:22]([CH3:23])[CH3:24])=[CH:21][C:16]=1[C:15]1[C:9]2[CH:8]=[C:7]([CH:6]=[CH:5][C:4]([OH:32])=[O:3])[S:11][C:10]=2[CH:12]=[CH:13][CH:14]=1)[CH2:30][CH3:31]. The catalyst class is: 5. Reactant: C([O:3][C:4](=[O:32])[CH:5]=[CH:6][C:7]1[S:11][C:10]2[CH:12]=[CH:13][CH:14]=[C:15]([C:16]3[CH:21]=[C:20]([CH:22]([CH3:24])[CH3:23])[CH:19]=[C:18]([CH:25]([CH3:27])[CH3:26])[C:17]=3[O:28][CH2:29][CH2:30][CH3:31])[C:9]=2[CH:8]=1)C.C1COCC1.[Li+].[OH-]. (4) Reactant: C(OC([N:8]1[CH2:12][CH2:11][S:10][C@H:9]1[C:13](=[O:32])[NH:14][C:15]1[S:16][CH:17]=[C:18]([C:20]2[CH:25]=[CH:24][C:23]([C:26](=[O:31])[NH:27][CH:28]3[CH2:30][CH2:29]3)=[CH:22][CH:21]=2)[N:19]=1)=O)(C)(C)C. Product: [CH:28]1([NH:27][C:26]([C:23]2[CH:22]=[CH:21][C:20]([C:18]3[N:19]=[C:15]([NH:14][C:13]([C@H:9]4[NH:8][CH2:12][CH2:11][S:10]4)=[O:32])[S:16][CH:17]=3)=[CH:25][CH:24]=2)=[O:31])[CH2:30][CH2:29]1. The catalyst class is: 281.